From a dataset of Experimentally validated miRNA-target interactions with 360,000+ pairs, plus equal number of negative samples. Binary Classification. Given a miRNA mature sequence and a target amino acid sequence, predict their likelihood of interaction. (1) The miRNA is hsa-miR-378e with sequence ACUGGACUUGGAGUCAGGA. The protein sequence of the target gene is MATEPEAAEPVVPSLVDRYFTRWYKPDVKGKFCEDHCILQHSNRICVITLAESHPVLQSGKTIKSISYQISTNCSRLQNKVSGKFKRGAQFLTELAPLCKIYCSDGEEYTVSSCVRGRLMEVNENILHKPSILQEKPSTEGYIAVVLPKFEESKSITEGLLTQKQYEEVMVKRINATTATS. Result: 0 (no interaction). (2) The miRNA is hsa-miR-196b-5p with sequence UAGGUAGUUUCCUGUUGUUGGG. The protein sequence of the target gene is MAAGVDFGDLELFEAFDPPEESTPKPVHTRFKDDEEEEDDDDDENGVGDAELQEQLRRCEATIEQLRAENQELKRKLNILTRPSGILVSNTKIDGPLLQILFMNNAISKQYHQEIEEFVSNLVKRFEEQQKNDVEKTSFSLLPQPSSVMLEEDHKVEESCAVKNNKEAFSVVGSVLYFTNFCLDKLGQPLLNENPQLTEGWEIPKYQQVFSHIVPLEGQEMQVKAKRPKPHCFNCGSEEHQMKECPMPRNAARISEKRKEYMDACGEASGQSFQQRYHAEEVEERFGRFKPGVISEELQD.... Result: 0 (no interaction). (3) The miRNA is hsa-miR-33b-5p with sequence GUGCAUUGCUGUUGCAUUGC. The protein sequence of the target gene is MVTELRVFYLVPLLLASYVQTTPRPEKMKMDCYKDVKGTIYDYEALSLNGKEHIPFKQYAGKHVLFVNVATYCGLTIQYPELNALQEDLKPFGLVILGFPCNQFGKQEPGDNLEILPGLKYVRPGKGFLPNFQLFAKGDVNGENEQKIFTFLKRSCPHPSETVVMSKHTFWEPIKVHDIRWNFEKFLVGPDGIPVMRWFHQAPVSTVKSDIMAYLSHFKTI. Result: 0 (no interaction). (4) The miRNA is hsa-miR-20b-5p with sequence CAAAGUGCUCAUAGUGCAGGUAG. The protein sequence of the target gene is MEGAGYRVVFEKGGVYLHTSAKKYQDRDSLIAGVIRVVEKDNDVLLHWAPVEEAGDSTQILFSKKDSSGGDSCASEEEPTFDPDYEPDWAVISTVRPQLCHSEPTRGAEPSCPQGSWAFSVSLGELKSIRRSKPGLSWAYLVLVTQAGGSLPALHFHRGGTRALLRVLSRYLLLASSPQDSRLYLVFPHDSSALSNSFHHLQLFDQDSSNVVSRFLQDPYSTTFSSFSRVTNFFRGALQPQPEGAASDLPPPPDDEPEPGFEVISCVELGPRPTVERGPPVTEEEWARHVGPEGRLQQVP.... Result: 1 (interaction). (5) The miRNA is hsa-miR-10a-5p with sequence UACCCUGUAGAUCCGAAUUUGUG. The protein sequence of the target gene is MGSFSITLGFFLVLAFWLPGHIGANPVYSAVSNTDLMDFKNLLDHLEEKMPVEDEVMPPQALSEQTEEAGAALSSLPEVPPWTGEVNPPLRDGSALGRSPWDPSDRSALLKSKLRALLAGPRSLRRSSCFGGRIDRIGAQSGLGCNSFRYRR. Result: 0 (no interaction). (6) The miRNA is hsa-miR-1234-3p with sequence UCGGCCUGACCACCCACCCCAC. The protein sequence of the target gene is MGIMAASRPLSRFWEWGKNIVCVGRNYADHVREMRSAVLSEPVLFLKPSTAYAPEGSPILMPAYTRNLHHELELGVVMGKRCRAVPEAAAMDYVGGYALCLDMTARDVQDECKKKGLPWTLAKSFTASCPVSAFVPKEKIPDPHKLKLWLKVNGELRQEGETSSMIFSIPYIISYVSKIITLEEGDIILTGTPKGVGPVKENDEIEAGIHGLVSMTFKVEKPEY. Result: 1 (interaction).